This data is from Peptide-MHC class I binding affinity with 185,985 pairs from IEDB/IMGT. The task is: Regression. Given a peptide amino acid sequence and an MHC pseudo amino acid sequence, predict their binding affinity value. This is MHC class I binding data. (1) The peptide sequence is WHTTKGAAL. The MHC is HLA-B57:01 with pseudo-sequence HLA-B57:01. The binding affinity (normalized) is 0.0847. (2) The peptide sequence is PTAPSDGGM. The MHC is HLA-B57:01 with pseudo-sequence HLA-B57:01. The binding affinity (normalized) is 0.0847. (3) The peptide sequence is FLRDNRAVL. The MHC is HLA-A03:01 with pseudo-sequence HLA-A03:01. The binding affinity (normalized) is 0.0847.